Dataset: Forward reaction prediction with 1.9M reactions from USPTO patents (1976-2016). Task: Predict the product of the given reaction. (1) Given the reactants [C:1]([O:5][C:6]([N:8]1[CH2:12][CH2:11][CH2:10][C@H:9]1[C@H:13]([O:19][CH3:20])[C@@H:14]([CH3:18])[C:15]([OH:17])=[O:16])=[O:7])([CH3:4])(C)C.Cl.[CH:22]1[C:34]2C(COC(ON3C(=O)CCC3=O)=O)[C:32]3[C:27](=[CH:28][CH:29]=[CH:30][CH:31]=3)[C:26]=2[CH:25]=[CH:24][CH:23]=1.CO, predict the reaction product. The product is: [CH:31]1[C:32]2[CH:4]([CH2:1][O:5][C:6]([N:8]3[CH2:12][CH2:11][CH2:10][C@H:9]3[C@H:13]([O:19][CH3:20])[C@@H:14]([CH3:18])[C:15]([OH:17])=[O:16])=[O:7])[C:34]3[C:26](=[CH:25][CH:24]=[CH:23][CH:22]=3)[C:27]=2[CH:28]=[CH:29][CH:30]=1. (2) Given the reactants [NH2:1][C:2]1[C:3]([NH:17][C@@H:18]2[CH2:23][CH2:22][C@H:21]([C:24]([NH:26][CH:27]([CH3:29])[CH3:28])=[O:25])[CH2:20][CH2:19]2)=[CH:4][C:5]([NH:8][CH2:9][CH2:10][N:11]2[CH2:16][CH2:15][O:14][CH2:13][CH2:12]2)=[N:6][CH:7]=1.[F:30][C:31]1[CH:65]=[CH:64][C:34]([C:35](/[N:37]=[C:38]2/N([C@H]3CC[C@@H](C(=O)NC(C)C)CC3)C3C=C(OCCOC)N=CC=3N/2)=[O:36])=[CH:33][CH:32]=1, predict the reaction product. The product is: [F:30][C:31]1[CH:32]=[CH:33][C:34]([C:35](/[N:37]=[C:38]2/[N:17]([C@H:18]3[CH2:23][CH2:22][C@@H:21]([C:24](=[O:25])[NH:26][CH:27]([CH3:29])[CH3:28])[CH2:20][CH2:19]3)[C:3]3[CH:4]=[C:5]([NH:8][CH2:9][CH2:10][N:11]4[CH2:16][CH2:15][O:14][CH2:13][CH2:12]4)[N:6]=[CH:7][C:2]=3[NH:1]/2)=[O:36])=[CH:64][CH:65]=1.